This data is from Full USPTO retrosynthesis dataset with 1.9M reactions from patents (1976-2016). The task is: Predict the reactants needed to synthesize the given product. (1) The reactants are: [CH2:1]1[C:10]2[C:5](=[CH:6][CH:7]=[CH:8][CH:9]=2)[CH2:4][CH2:3][NH:2]1.[F:11][C:12]1[CH:17]=[CH:16][C:15]([CH:18]([C:23]2[CH:28]=[CH:27][C:26]([F:29])=[CH:25][CH:24]=2)[CH2:19][C:20](Cl)=[O:21])=[CH:14][CH:13]=1. Given the product [CH2:1]1[C:10]2[C:5](=[CH:6][CH:7]=[CH:8][CH:9]=2)[CH2:4][CH2:3][N:2]1[C:20](=[O:21])[CH2:19][CH:18]([C:23]1[CH:28]=[CH:27][C:26]([F:29])=[CH:25][CH:24]=1)[C:15]1[CH:14]=[CH:13][C:12]([F:11])=[CH:17][CH:16]=1, predict the reactants needed to synthesize it. (2) Given the product [P:30]([O:48][CH2:49][O:22][C:11]1[CH:10]=[C:9]([CH2:8][CH:5]2[CH2:4][CH2:3][C:2]([CH3:23])([CH3:1])[CH2:7][CH2:6]2)[NH:14][C:13](=[O:15])[C:12]=1[C:16]1[CH:21]=[CH:20][CH:19]=[CH:18][CH:17]=1)([O:32][CH2:33][C:34]1[CH:35]=[CH:36][CH:37]=[CH:38][CH:39]=1)([O:40][CH2:41][C:42]1[CH:47]=[CH:46][CH:45]=[CH:44][CH:43]=1)=[O:31], predict the reactants needed to synthesize it. The reactants are: [CH3:1][C:2]1([CH3:23])[CH2:7][CH2:6][CH:5]([CH2:8][C:9]2[NH:14][C:13](=[O:15])[C:12]([C:16]3[CH:21]=[CH:20][CH:19]=[CH:18][CH:17]=3)=[C:11]([OH:22])[CH:10]=2)[CH2:4][CH2:3]1.C([O-])([O-])=O.[Cs+].[Cs+].[P:30]([O:48][CH2:49]Cl)([O:40][CH2:41][C:42]1[CH:47]=[CH:46][CH:45]=[CH:44][CH:43]=1)([O:32][CH2:33][C:34]1[CH:39]=[CH:38][CH:37]=[CH:36][CH:35]=1)=[O:31]. (3) Given the product [F:1][C:2]1[CH:10]=[C:9]2[C:5]([C:6]([C:20]3[CH:21]=[CH:22][C:23]([NH:26][CH2:35][CH2:36][NH2:37])=[N:24][CH:25]=3)=[CH:7][N:8]2[S:11]([C:14]2[CH:15]=[CH:16][CH:17]=[CH:18][CH:19]=2)(=[O:12])=[O:13])=[CH:4][CH:3]=1, predict the reactants needed to synthesize it. The reactants are: [F:1][C:2]1[CH:10]=[C:9]2[C:5]([C:6]([C:20]3[CH:21]=[CH:22][C:23]([NH:26]CCCN)=[N:24][CH:25]=3)=[CH:7][N:8]2[S:11]([C:14]2[CH:19]=[CH:18][CH:17]=[CH:16][CH:15]=2)(=[O:13])=[O:12])=[CH:4][CH:3]=1.ClC1[N:37]=[CH:36][C:35](C2C3C(=CC(F)=CC=3)N(S(C3C=CC=CC=3)(=O)=O)C=2)=CC=1.C(N)CN.